From a dataset of Full USPTO retrosynthesis dataset with 1.9M reactions from patents (1976-2016). Predict the reactants needed to synthesize the given product. (1) The reactants are: [Cl:1][C:2]1[N:7]=[CH:6][N:5]=[C:4]([NH2:8])[CH:3]=1.[I:9]N1C(=O)CCC1=O. Given the product [Cl:1][C:2]1[N:7]=[CH:6][N:5]=[C:4]([NH2:8])[C:3]=1[I:9], predict the reactants needed to synthesize it. (2) Given the product [OH:8][N:9]1[C:13](=[O:14])[CH2:12][C@H:11]([NH:15][S:16]([N:19]2[CH2:20][CH2:21][N:22]([C:25]3[CH:26]=[CH:27][C:28]([C:31]([F:34])([F:33])[F:32])=[CH:29][CH:30]=3)[CH2:23][CH2:24]2)(=[O:17])=[O:18])[C:10]1=[O:35], predict the reactants needed to synthesize it. The reactants are: C([O:8][N:9]1[C:13](=[O:14])[CH2:12][C@H:11]([NH:15][S:16]([N:19]2[CH2:24][CH2:23][N:22]([C:25]3[CH:30]=[CH:29][C:28]([C:31]([F:34])([F:33])[F:32])=[CH:27][CH:26]=3)[CH2:21][CH2:20]2)(=[O:18])=[O:17])[C:10]1=[O:35])C1C=CC=CC=1.